Task: Predict the reaction yield, written as a fraction of the theoretical maximum amount of product (1.0 means a 100% yield; for example, 0.34 means a 34% yield).. Dataset: Reaction yield outcomes from USPTO patents with 853,638 reactions The reactants are [S:1]1[CH:5]=[C:4]([CH2:6][OH:7])[N:3]=[CH:2]1.C[Si]([N-][Si](C)(C)C)(C)C.[Li+].[CH:18]1([NH:21][C:22]([C:24]2[CH:25]=[CH:26][C:27]([CH3:43])=[C:28]([NH:30][C:31]([C:33]3[CH:34]=[N:35][C:36](S(C)(=O)=O)=[N:37][CH:38]=3)=[O:32])[CH:29]=2)=[O:23])[CH2:20][CH2:19]1. The catalyst is C1COCC1. The product is [CH:18]1([NH:21][C:22]([C:24]2[CH:25]=[CH:26][C:27]([CH3:43])=[C:28]([NH:30][C:31]([C:33]3[CH:34]=[N:35][C:36]([O:7][CH2:6][C:4]4[N:3]=[CH:2][S:1][CH:5]=4)=[N:37][CH:38]=3)=[O:32])[CH:29]=2)=[O:23])[CH2:20][CH2:19]1. The yield is 0.230.